Dataset: Peptide-MHC class I binding affinity with 185,985 pairs from IEDB/IMGT. Task: Regression. Given a peptide amino acid sequence and an MHC pseudo amino acid sequence, predict their binding affinity value. This is MHC class I binding data. (1) The peptide sequence is RLGIFRPLLR. The MHC is HLA-A68:02 with pseudo-sequence HLA-A68:02. The binding affinity (normalized) is 0. (2) The peptide sequence is MNIVLIALS. The MHC is HLA-A02:03 with pseudo-sequence HLA-A02:03. The binding affinity (normalized) is 0.126.